From a dataset of Full USPTO retrosynthesis dataset with 1.9M reactions from patents (1976-2016). Predict the reactants needed to synthesize the given product. (1) Given the product [CH2:1]([C:5]1[CH:14]=[CH:13][C:12]2[C:7](=[CH:8][CH:9]=[CH:10][CH:11]=2)[C:6]=1[CH:15]=[O:16])[CH2:2][CH2:3][CH3:4], predict the reactants needed to synthesize it. The reactants are: [CH:1]([C:5]1[CH:14]=[CH:13][C:12]2[C:7](=[CH:8][CH:9]=[CH:10][CH:11]=2)[C:6]=1[CH:15]=[O:16])=[CH:2][CH2:3][CH3:4].[H][H]. (2) Given the product [C:1]([C:3]1[C:4]([F:26])=[C:5]([CH2:9][C:10]2[N:11]=[C:12]3[S:19][C:18]([CH3:20])=[C:17]([C:21]([OH:23])=[O:22])[N:13]3[C:14](=[O:16])[CH:15]=2)[CH:6]=[CH:7][CH:8]=1)#[N:2], predict the reactants needed to synthesize it. The reactants are: [C:1]([C:3]1[C:4]([F:26])=[C:5]([CH2:9][C:10]2[N:11]=[C:12]3[S:19][C:18]([CH3:20])=[C:17]([C:21]([O:23]CC)=[O:22])[N:13]3[C:14](=[O:16])[CH:15]=2)[CH:6]=[CH:7][CH:8]=1)#[N:2].[OH-].[Li+].Cl. (3) Given the product [Cl:22][C:23]1[CH:28]=[C:27]([CH:26]=[C:25]([C:32]([O:35][C:36]2[N:37]=[CH:38][CH:39]=[CH:40][N:41]=2)([CH3:34])[CH3:33])[CH:24]=1)[NH2:29], predict the reactants needed to synthesize it. The reactants are: BrC1C=C(C=C(C(C2C=CC=C(OC(F)F)C=2)(C)C)C=1)N.[Cl:22][C:23]1[CH:24]=[C:25]([C:32]([O:35][C:36]2[N:41]=[CH:40][CH:39]=[CH:38][N:37]=2)([CH3:34])[CH3:33])[CH:26]=[C:27]([N+:29]([O-])=O)[CH:28]=1. (4) Given the product [C:12]([O:16][C:17]([N:19]1[CH2:20][CH2:21][N:22]([C:25]([C:27]2[C:35]3[C:30](=[CH:31][CH:32]=[CH:33][CH:34]=3)[N:29]([C:36]3[CH:41]=[CH:40][CH:39]=[CH:38][CH:37]=3)[C:28]=2[O:8][C:6]2[CH:7]=[C:2]([F:1])[CH:3]=[CH:4][C:5]=2[CH3:9])=[O:26])[CH2:23][CH2:24]1)=[O:18])([CH3:15])([CH3:13])[CH3:14], predict the reactants needed to synthesize it. The reactants are: [F:1][C:2]1[CH:3]=[CH:4][C:5]([CH3:9])=[C:6]([OH:8])[CH:7]=1.[H-].[Na+].[C:12]([O:16][C:17]([N:19]1[CH2:24][CH2:23][N:22]([C:25]([C:27]2[C:35]3[C:30](=[CH:31][CH:32]=[CH:33][CH:34]=3)[N:29]([C:36]3[CH:41]=[CH:40][CH:39]=[CH:38][CH:37]=3)[C:28]=2Cl)=[O:26])[CH2:21][CH2:20]1)=[O:18])([CH3:15])([CH3:14])[CH3:13].